This data is from Forward reaction prediction with 1.9M reactions from USPTO patents (1976-2016). The task is: Predict the product of the given reaction. (1) Given the reactants [BH4-].[Na+].[F:3][C:4]1[CH:11]=[C:10]([O:12][CH3:13])[C:9]([N+:14]([O-:16])=[O:15])=[CH:8][C:5]=1[CH:6]=[O:7], predict the reaction product. The product is: [F:3][C:4]1[CH:11]=[C:10]([O:12][CH3:13])[C:9]([N+:14]([O-:16])=[O:15])=[CH:8][C:5]=1[CH2:6][OH:7]. (2) Given the reactants [Br:1][C:2]1[CH:3]=[CH:4][C:5]([F:26])=[C:6](/[C:8](=[N:19]\[S:20]([C:22]([CH3:25])([CH3:24])[CH3:23])=[O:21])/[C:9]([F:18])([F:17])[C:10]2([OH:16])[CH2:15][CH2:14][O:13][CH2:12][CH2:11]2)[CH:7]=1.[CH3:27][Mg+].[Br-], predict the reaction product. The product is: [Br:1][C:2]1[CH:3]=[CH:4][C:5]([F:26])=[C:6]([C:8]([NH:19][S:20]([C:22]([CH3:23])([CH3:25])[CH3:24])=[O:21])([CH3:27])[C:9]([F:17])([F:18])[C:10]2([OH:16])[CH2:15][CH2:14][O:13][CH2:12][CH2:11]2)[CH:7]=1. (3) Given the reactants [O:1]1[CH2:6][CH2:5][CH2:4][CH2:3][CH:2]1[O:7][C:8]1[CH:9]=[C:10]([CH:13]=[CH:14][CH:15]=1)[CH:11]=O.Cl.[NH2:17][CH2:18][C:19]([O:21][CH2:22][CH3:23])=[O:20].CCN(CC)CC.[BH4-].[Na+], predict the reaction product. The product is: [O:1]1[CH2:6][CH2:5][CH2:4][CH2:3][CH:2]1[O:7][C:8]1[CH:9]=[C:10]([CH:13]=[CH:14][CH:15]=1)[CH2:11][NH:17][CH2:18][C:19]([O:21][CH2:22][CH3:23])=[O:20].